Dataset: Experimentally validated miRNA-target interactions with 360,000+ pairs, plus equal number of negative samples. Task: Binary Classification. Given a miRNA mature sequence and a target amino acid sequence, predict their likelihood of interaction. The miRNA is mmu-miR-339-5p with sequence UCCCUGUCCUCCAGGAGCUCACG. The protein sequence of the target gene is MMGIGKNTASKSVEAGGSTEGKYEEEAKHSNFFTLPVVINGGATSSGEQDNEDTELMAIYTTENGIAEKSSLAETLDSTGSLDPQRSDMIYTIEDVPPWYLCIFLGLQHYLTCFSGTIAVPFLLADAMCVGDDQWATSQLIGTIFFCVGITTLLQTTFGCRLPLFQASAFAFLAPARAILSLDKWKCNTTEITVANGTAELLEHIWHPRIQEIQGAIIMSSLIEVVIGLLGLPGALLRYIGPLTITPTVALIGLSGFQAAGERAGKHWGIAMLTIFLVLLFSQYARNVKFPLPIYKSKKG.... Result: 0 (no interaction).